Task: Binary Classification. Given a miRNA mature sequence and a target amino acid sequence, predict their likelihood of interaction.. Dataset: Experimentally validated miRNA-target interactions with 360,000+ pairs, plus equal number of negative samples (1) The miRNA is mmu-miR-3091-3p with sequence CGGGCCUGACCAGUCUCAAGAC. The protein sequence of the target gene is MREYKLVVLGSGGVGKSALTVQFVQGIFVEKYDPTIEDSYRKQVEVDCQQCMLEILDTAGTEQFTAMRDLYMKNGQGFALVYSITAQSTFNDLQDLREQILRVKDTEDVPMILVGNKCDLEDERVVGKEQGQNLARQWCNCAFLESSAKSKINVNEIFYDLVRQINRKTPVEKKKPKKKSCLLL. Result: 0 (no interaction). (2) The miRNA is bta-miR-17-5p with sequence CAAAGUGCUUACAGUGCAGGUAGU. The protein sequence of the target gene is MGEEATAVAAAGVRPELVREAEVSLLECKVCFERFGHWQQRRPRNLPCGHVVCLACVAALAHPRTLGLECPFCRRACRACDTSDCLPVLHLLELLGSTLHASPAALSAAPFAPGTLTCYHAFGGWGTLVNPTGLALCPKTGRVVVVHDGKRRVKIFDSGGGGAHQFGEKGDAAHDVKYPLDVAVTNDCHVVVTDAGDCSLKVFDFFGQIKLVVGKQFSLPWGVEITPHNGVLVTDAEAGTLHLLEADFPEGVLRRIERLQAHLCSPRGLAVSWLTGAIAVLEHPCAFGRTGCNNTRVKVF.... Result: 0 (no interaction). (3) The miRNA is hsa-miR-3116 with sequence UGCCUGGAACAUAGUAGGGACU. The protein sequence of the target gene is MGILFTRIWRLFNHQEHKVIIVGLDNAGKTTILYQFSMNEVVHTSPTIGSNVEEIVINNTRFLMWDIGGQESLRSSWNTYYTNTEFVIVVVDSTDRERISVTREELYKMLAHEDLRKAGLLIFANKQDVKECMTVAEISQFLKLTSIKDHQWHIQACCALTGEGLCQGLEWMMSRLKIR. Result: 1 (interaction). (4) The miRNA is hsa-miR-4524a-3p with sequence UGAGACAGGCUUAUGCUGCUAU. The protein sequence of the target gene is MTQQPQDDFDRSVEDAQAWMKAVQDQLQVNDNTQGPRAALEARLWETEKICQLEPEGRVRVDLVLRMAEALLACCPGDQKPGILARLKDIKAQWEETVTYMTHCHSRIEWVWLHWSEYLLARDEFYRWFQKMMVTLEPHIELQLGLKEKQWQLSHAQVLLHNVDNQAVLLDRLLEEAASLFNRIGDPSVDEDAQKRMKAEYDAVKAKAQKRVDLLEQVAREHEEYQAGVDEFQLWLKAVVEKVNGCLGRNCKLPITQRLSTLQDIAKDFPRGEESLETLEEQSAGVIRNTSPLGAEKITG.... Result: 0 (no interaction). (5) The miRNA is hsa-miR-3129-3p with sequence AAACUAAUCUCUACACUGCUGC. The protein sequence of the target gene is MSQPSLWKDSHYFIMWASCCNWFCLDGQPEEAPPPQGARTQAYSNPGYSSFPSPTGSEPSCKACGVHFASTTRKQTCLDCKKNFCMTCSSQEGNGPRLCLLCLRFRATAFQREELMKMKVKDLRDYLSLHDISTEMCREKEELVFLVLGQQPVISEADRTRVPHLPQAFPEQQAFLTQPQTSTVPPTSPGLPSSPAQVTSVPLAQDQETQQAVGHVSQDHEEPIFPESTARVPTEDETQSVDSEDSFVPGRRASLSDLTHLEDIEGLTVRQLKEILARNFVNYKGCCEKWELMERVTRLY.... Result: 0 (no interaction). (6) The miRNA is hsa-miR-4695-3p with sequence UGAUCUCACCGCUGCCUCCUUC. The protein sequence of the target gene is MVLAGLIRKLGHQLAEIRERALKSILCKIEHNLICYADLIQERQLFLHLLEWFNFPSVPMKEEVLNLLSRLVKYPPAVQHLVDVGAVEFLSKLRSNVEPNLQAEIDGILDGLFLLPSEVPALSSASYQTNQTELSKNPEILTGYFPQDKSNFQQMEVPPRPVVNQTVKCLKFSTFPWLPLTTTDRHVLSSNESSLRSSNHTLIWNTCELLKDVIMQDFPAEIFLQRPKIVQSLLSLLKLAFGDGKHRLALQSVSCLQQLCMYLRNRLNFHRDPGFFSNKHDTVSQNSSLSYCHEARGTHH.... Result: 1 (interaction).